The task is: Predict the product of the given reaction.. This data is from Forward reaction prediction with 1.9M reactions from USPTO patents (1976-2016). (1) Given the reactants [CH:1]1([C:7](=[O:32])[C:8]([CH3:31])([C:25]2[CH:30]=[CH:29][CH:28]=[CH:27][CH:26]=2)/[CH:9]=[CH:10]/[N:11]2[CH2:16][CH2:15][N:14]([C:17]3[CH:22]=[CH:21][CH:20]=[CH:19][C:18]=3[O:23][CH3:24])[CH2:13][CH2:12]2)[CH2:6][CH2:5][CH2:4][CH2:3][CH2:2]1, predict the reaction product. The product is: [CH:1]1([C:7](=[O:32])[C:8]([CH3:31])([C:25]2[CH:26]=[CH:27][CH:28]=[CH:29][CH:30]=2)[CH2:9][CH2:10][N:11]2[CH2:12][CH2:13][N:14]([C:17]3[CH:22]=[CH:21][CH:20]=[CH:19][C:18]=3[O:23][CH3:24])[CH2:15][CH2:16]2)[CH2:6][CH2:5][CH2:4][CH2:3][CH2:2]1. (2) The product is: [F:1][C:2]1[CH:7]=[C:6]([F:8])[CH:5]=[CH:4][C:3]=1[C:9]([OH:30])([CH2:24][N:25]1[CH:29]=[N:28][N:27]=[N:26]1)[C:10]([F:22])([F:23])[C:11]1[CH:16]=[CH:15][C:14]([CH2:17][CH2:18][CH2:19][O:20][CH3:21])=[CH:13][N:12]=1. Given the reactants [F:1][C:2]1[CH:7]=[C:6]([F:8])[CH:5]=[CH:4][C:3]=1[C:9]([OH:30])([CH2:24][N:25]1[CH:29]=[N:28][N:27]=[N:26]1)[C:10]([F:23])([F:22])[C:11]1[CH:16]=[CH:15][C:14](/[CH:17]=[CH:18]/[CH2:19][O:20][CH3:21])=[CH:13][N:12]=1, predict the reaction product. (3) Given the reactants B(Br)(Br)Br.C[O:6][C:7]1[CH:20]=[C:19]2[C:10]([C:11]3[CH:12]=[CH:13][C:14]([C:29](=[O:31])[CH3:30])=[CH:15][C:16]=3[C:17]([C:21]3[CH:26]=[CH:25][C:24]([O:27]C)=[CH:23][CH:22]=3)=[CH:18]2)=[C:9]([CH3:32])[CH:8]=1, predict the reaction product. The product is: [OH:6][C:7]1[CH:20]=[C:19]2[C:10]([C:11]3[CH:12]=[CH:13][C:14]([C:29](=[O:31])[CH3:30])=[CH:15][C:16]=3[C:17]([C:21]3[CH:22]=[CH:23][C:24]([OH:27])=[CH:25][CH:26]=3)=[CH:18]2)=[C:9]([CH3:32])[CH:8]=1.